Binary Classification. Given a T-cell receptor sequence (or CDR3 region) and an epitope sequence, predict whether binding occurs between them. From a dataset of TCR-epitope binding with 47,182 pairs between 192 epitopes and 23,139 TCRs. (1) The epitope is KLSYGIATV. The TCR CDR3 sequence is CASSQDVLTVNQFF. Result: 1 (the TCR binds to the epitope). (2) The epitope is ISPRTLNAW. The TCR CDR3 sequence is CASKQLRGPGELFF. Result: 0 (the TCR does not bind to the epitope). (3) The epitope is NLSALGIFST. The TCR CDR3 sequence is CASSLSDSSYNSPLHF. Result: 0 (the TCR does not bind to the epitope). (4) The epitope is KTSVDCTMYI. The TCR CDR3 sequence is CASSLGTSGRGDEQFF. Result: 1 (the TCR binds to the epitope). (5) The epitope is ISPRTLNAW. The TCR CDR3 sequence is CASGMTGLTSEQYF. Result: 0 (the TCR does not bind to the epitope). (6) The epitope is CLGGLLTMV. The TCR CDR3 sequence is CSAYRGMNTEAFF. Result: 0 (the TCR does not bind to the epitope). (7) The epitope is YEGNSPFHPL. The TCR CDR3 sequence is CASSPRAGYTF. Result: 0 (the TCR does not bind to the epitope).